This data is from Reaction yield outcomes from USPTO patents with 853,638 reactions. The task is: Predict the reaction yield, written as a fraction of the theoretical maximum amount of product (1.0 means a 100% yield; for example, 0.34 means a 34% yield). (1) The reactants are [C:1]1([N:7]2[C:19]3[CH:18]=[CH:17][C:16]([C:20]([NH:22][NH2:23])=O)=[CH:15][C:14]=3[C:13]3[C:8]2=[CH:9][CH:10]=[CH:11][CH:12]=3)[CH:6]=[CH:5][CH:4]=[CH:3][CH:2]=1.[C:24]([NH:27][C:28]1[CH:33]=[CH:32][CH:31]=[CH:30][CH:29]=1)(=S)[CH3:25].C(O)CCC. The catalyst is C(OCC)(=O)C. The product is [CH3:25][C:24]1[N:27]([C:28]2[CH:33]=[CH:32][CH:31]=[CH:30][CH:29]=2)[C:20]([C:16]2[CH:17]=[CH:18][C:19]3[N:7]([C:1]4[CH:6]=[CH:5][CH:4]=[CH:3][CH:2]=4)[C:8]4[C:13]([C:14]=3[CH:15]=2)=[CH:12][CH:11]=[CH:10][CH:9]=4)=[N:22][N:23]=1. The yield is 0.600. (2) The reactants are Br[C:2]1[CH:3]=[C:4]2[C:10]([C:11]3[CH:16]=[CH:15][C:14]([F:17])=[CH:13][CH:12]=3)=[CH:9][N:8](S(C3C=CC(C)=CC=3)(=O)=O)[C:5]2=[N:6][CH:7]=1.[CH3:28][O:29][C:30]1[CH:31]=[C:32](B(O)O)[CH:33]=[C:34]([O:38][CH3:39])[C:35]=1[O:36][CH3:37].C([O-])([O-])=O.[Na+].[Na+].CCOC(C)=O. The catalyst is CC#N.Cl[Pd](Cl)([P](C1C=CC=CC=1)(C1C=CC=CC=1)C1C=CC=CC=1)[P](C1C=CC=CC=1)(C1C=CC=CC=1)C1C=CC=CC=1. The product is [F:17][C:14]1[CH:13]=[CH:12][C:11]([C:10]2[C:4]3[C:5](=[N:6][CH:7]=[C:2]([C:32]4[CH:33]=[C:34]([O:38][CH3:39])[C:35]([O:36][CH3:37])=[C:30]([O:29][CH3:28])[CH:31]=4)[CH:3]=3)[NH:8][CH:9]=2)=[CH:16][CH:15]=1. The yield is 0.290.